The task is: Predict which catalyst facilitates the given reaction.. This data is from Catalyst prediction with 721,799 reactions and 888 catalyst types from USPTO. (1) Reactant: [F:1][C:2]1[CH:7]=[CH:6][CH:5]=[CH:4][C:3]=1[S:8]([C:11]1[N:12]=[N:13][C:14]([O:17]C)=[CH:15][CH:16]=1)(=[O:10])=[O:9].Cl.[OH-].[Na+]. Product: [F:1][C:2]1[CH:7]=[CH:6][CH:5]=[CH:4][C:3]=1[S:8]([C:11]1[CH:16]=[CH:15][C:14](=[O:17])[NH:13][N:12]=1)(=[O:9])=[O:10]. The catalyst class is: 6. (2) Reactant: [NH:1]1[C:5]2[CH:6]=[CH:7][C:8]([C:10]([NH:12][NH2:13])=[O:11])=[CH:9][C:4]=2[N:3]=[N:2]1.[C:14]([C:16]1[CH:17]=[C:18]([CH2:22][CH2:23][C:24](O)=O)[CH:19]=[CH:20][CH:21]=1)#[N:15].P(Cl)(Cl)(Cl)=O.C(=O)([O-])O.[Na+]. Product: [NH:1]1[C:5]2[CH:6]=[CH:7][C:8]([C:10]3[O:11][C:24]([CH2:23][CH2:22][C:18]4[CH:17]=[C:16]([CH:21]=[CH:20][CH:19]=4)[C:14]#[N:15])=[N:13][N:12]=3)=[CH:9][C:4]=2[N:3]=[N:2]1. The catalyst class is: 6. (3) Reactant: Br[C:2]1[CH:3]=[C:4]2[C:9](=[CH:10][CH:11]=1)[N:8]=[C:7]([C:12]1[CH:17]=[CH:16][CH:15]=[CH:14][CH:13]=1)[C:6]([CH2:18][CH2:19][CH2:20][CH2:21][C:22]([OH:24])=[O:23])=[CH:5]2.C1COCC1.C[Si](C)(C)[N-][Si](C)(C)C.[Li+].[Li]CCCC.[F:45][C:46]1[CH:55]=[CH:54][C:49]([CH2:50][N:51]=[C:52]=[O:53])=[CH:48][CH:47]=1.Cl. Product: [F:45][C:46]1[CH:47]=[CH:48][C:49]([CH2:50][NH:51][C:52]([C:2]2[CH:3]=[C:4]3[C:9](=[CH:10][CH:11]=2)[N:8]=[C:7]([C:12]2[CH:17]=[CH:16][CH:15]=[CH:14][CH:13]=2)[C:6]([CH2:18][CH2:19][CH2:20][CH2:21][C:22]([OH:24])=[O:23])=[CH:5]3)=[O:53])=[CH:54][CH:55]=1. The catalyst class is: 2.